Predict the reactants needed to synthesize the given product. From a dataset of Full USPTO retrosynthesis dataset with 1.9M reactions from patents (1976-2016). Given the product [Br:1][CH2:2][CH2:3][CH2:4][O:5][C:6]1[C:11]([C:12]2[CH:17]=[CH:16][CH:15]=[CH:14][CH:13]=2)=[CH:10][C:9]([NH:18][N:19]=[C:35]2[C:34]([C:28]3[CH:29]=[CH:30][C:31]([O:32][CH3:33])=[C:26]([O:25][CH3:24])[CH:27]=3)=[N:38][NH:37][C:36]2=[O:39])=[CH:8][CH:7]=1, predict the reactants needed to synthesize it. The reactants are: [Br:1][CH2:2][CH2:3][CH2:4][O:5][C:6]1[C:11]([C:12]2[CH:17]=[CH:16][CH:15]=[CH:14][CH:13]=2)=[CH:10][C:9]([NH2:18])=[CH:8][CH:7]=1.[N:19]([O-])=O.[Na+].Cl.[CH3:24][O:25][C:26]1[CH:27]=[C:28]([C:34]2[CH2:35][C:36](=[O:39])[NH:37][N:38]=2)[CH:29]=[CH:30][C:31]=1[O:32][CH3:33].C([O-])(=O)C.[Na+].